Dataset: Reaction yield outcomes from USPTO patents with 853,638 reactions. Task: Predict the reaction yield, written as a fraction of the theoretical maximum amount of product (1.0 means a 100% yield; for example, 0.34 means a 34% yield). The reactants are N1C=CC=CC=1.[CH3:7][O:8][C:9]1[CH:14]=[CH:13][C:12]([CH2:15][CH2:16][CH2:17][CH2:18][OH:19])=[CH:11][CH:10]=1.[C:20]1([CH3:30])[CH:25]=[CH:24][C:23]([S:26](Cl)(=[O:28])=[O:27])=[CH:22][CH:21]=1. The catalyst is C(Cl)(Cl)Cl. The product is [CH3:7][O:8][C:9]1[CH:14]=[CH:13][C:12]([CH2:15][CH2:16][CH2:17][CH2:18][O:19][S:26]([C:23]2[CH:24]=[CH:25][C:20]([CH3:30])=[CH:21][CH:22]=2)(=[O:28])=[O:27])=[CH:11][CH:10]=1. The yield is 0.660.